This data is from Reaction yield outcomes from USPTO patents with 853,638 reactions. The task is: Predict the reaction yield, written as a fraction of the theoretical maximum amount of product (1.0 means a 100% yield; for example, 0.34 means a 34% yield). (1) The yield is 0.930. The catalyst is C1(C)C=CC=CC=1.O. The reactants are [CH:1]1([NH2:7])[CH2:6][CH2:5][CH2:4][CH2:3][CH2:2]1.C([O:10][C:11]([C:13]1[C:14](=[O:33])[N:15]([CH2:25][C:26]2[CH:31]=[CH:30][C:29]([F:32])=[CH:28][CH:27]=2)[C:16]2[C:21]([C:22]=1[OH:23])=[CH:20][C:19]([CH3:24])=[CH:18][CH:17]=2)=O)C. The product is [CH:1]1([NH:7][C:11]([C:13]2[C:14](=[O:33])[N:15]([CH2:25][C:26]3[CH:31]=[CH:30][C:29]([F:32])=[CH:28][CH:27]=3)[C:16]3[C:21]([C:22]=2[OH:23])=[CH:20][C:19]([CH3:24])=[CH:18][CH:17]=3)=[O:10])[CH2:6][CH2:5][CH2:4][CH2:3][CH2:2]1. (2) The reactants are [CH3:1][NH:2][C@H:3]([C:7]([NH:9][C@H:10]([C:14]([N:16]([C@@H:18]([C@@H:57]([CH3:60])[CH2:58][CH3:59])[C@H:19]([O:55][CH3:56])[CH2:20][C:21]([N:23]1[CH2:27][CH2:26][CH2:25][C@H:24]1[C@H:28]([O:53][CH3:54])[C@@H:29]([CH3:52])[C:30]([NH:32][C@@H:33]([CH2:42][C:43]1[C:51]2[C:46](=[CH:47][CH:48]=[CH:49][CH:50]=2)[NH:45][CH:44]=1)[C:34]([N:36]1[CH2:41][CH2:40][CH2:39][CH2:38][O:37]1)=[O:35])=[O:31])=[O:22])[CH3:17])=[O:15])[CH:11]([CH3:13])[CH3:12])=[O:8])[CH:4]([CH3:6])[CH3:5].O=[CH:62][CH2:63][CH2:64][CH2:65][CH2:66][C:67]([OH:69])=[O:68].C(O)(=O)C. The catalyst is CO. The product is [C:67]([CH2:66][CH2:65][CH2:64][CH2:63][CH2:62][N:2]([CH3:1])[C@H:3]([C:7]([NH:9][C@H:10]([C:14]([N:16]([C@@H:18]([C@@H:57]([CH3:60])[CH2:58][CH3:59])[C@H:19]([O:55][CH3:56])[CH2:20][C:21]([N:23]1[CH2:27][CH2:26][CH2:25][C@H:24]1[C@H:28]([O:53][CH3:54])[C@@H:29]([CH3:52])[C:30]([NH:32][C@@H:33]([CH2:42][C:43]1[C:51]2[C:46](=[CH:47][CH:48]=[CH:49][CH:50]=2)[NH:45][CH:44]=1)[C:34]([N:36]1[CH2:41][CH2:40][CH2:39][CH2:38][O:37]1)=[O:35])=[O:31])=[O:22])[CH3:17])=[O:15])[CH:11]([CH3:12])[CH3:13])=[O:8])[CH:4]([CH3:5])[CH3:6])([OH:69])=[O:68]. The yield is 0.860. (3) The reactants are [Cl:1][C:2]1[C:3]([N+:10]([O-:12])=[O:11])=[CH:4][C:5]([CH3:9])=[C:6]([CH:8]=1)N.Cl.N([O-])=O.[Na+].[Cu](C#N)[C:19]#[N:20].[C-]#N.[Na+]. The catalyst is CC(C)=O.O.CCOC(C)=O. The product is [Cl:1][C:2]1[C:3]([N+:10]([O-:12])=[O:11])=[CH:4][C:5]([CH3:9])=[C:6]([CH:8]=1)[C:19]#[N:20]. The yield is 0.610. (4) The reactants are [CH2:1]([O:3][C:4]([C@@:6]1([NH:11][C:12]([C@@H:14]2[CH2:18][C@@H:17]([NH:19]C(CC[Si](C)(C)C)=O)[CH2:16][N:15]2[C:28](=[O:45])[C@@H:29]([NH:37][C:38]([O:40][C:41]([CH3:44])([CH3:43])[CH3:42])=[O:39])[CH2:30][CH2:31][CH2:32][CH2:33][CH2:34][CH:35]=C)=[O:13])[CH2:8][C@H:7]1[CH:9]=C)=[O:5])[CH3:2]. The catalyst is C(Cl)Cl.CC(OC1C(C=[Ru](Cl)Cl)=CC=CC=1)C.C1CCC(P(C2CCCCC2)C2CCCCC2)CC1. The product is [CH2:1]([O:3][C:4]([C@@:6]12[CH2:8][C@H:7]1[CH:9]=[CH:35][CH2:34][CH2:33][CH2:32][CH2:31][CH2:30][C@H:29]([NH:37][C:38]([O:40][C:41]([CH3:42])([CH3:44])[CH3:43])=[O:39])[C:28](=[O:45])[N:15]1[C@@H:14]([CH2:18][C@@H:17]([NH2:19])[CH2:16]1)[C:12](=[O:13])[NH:11]2)=[O:5])[CH3:2]. The yield is 0.690. (5) The reactants are [Sn](Cl)Cl.[Cl:4][C:5]1[C:6]([N:11]2[C:15]([C:16]([O:18][CH3:19])=[O:17])=[CH:14][C:13]([N+:20]([O-])=O)=[N:12]2)=[N:7][CH:8]=[CH:9][CH:10]=1.C(=O)(O)[O-].[Na+]. The catalyst is C(O)C. The product is [NH2:20][C:13]1[CH:14]=[C:15]([C:16]([O:18][CH3:19])=[O:17])[N:11]([C:6]2[C:5]([Cl:4])=[CH:10][CH:9]=[CH:8][N:7]=2)[N:12]=1. The yield is 0.710.